Dataset: Full USPTO retrosynthesis dataset with 1.9M reactions from patents (1976-2016). Task: Predict the reactants needed to synthesize the given product. Given the product [ClH:20].[Br:19][CH2:18][CH2:17][CH2:16][CH2:15][O:14][CH:11]1[CH2:10][CH2:9][NH:8][CH2:13][CH2:12]1, predict the reactants needed to synthesize it. The reactants are: C(OC([N:8]1[CH2:13][CH2:12][CH:11]([O:14][CH2:15][CH2:16][CH2:17][CH2:18][Br:19])[CH2:10][CH2:9]1)=O)(C)(C)C.[ClH:20].